Dataset: Full USPTO retrosynthesis dataset with 1.9M reactions from patents (1976-2016). Task: Predict the reactants needed to synthesize the given product. (1) Given the product [Cl:11][C:4]1[CH:5]=[C:6]([C:8]([NH:28][C@@H:26]([C:16]2[C:25]3[C:20](=[CH:21][CH:22]=[CH:23][CH:24]=3)[CH:19]=[CH:18][CH:17]=2)[CH3:27])=[O:10])[CH:7]=[C:2]([Cl:1])[C:3]=1[C:12]([O:14][CH3:15])=[O:13], predict the reactants needed to synthesize it. The reactants are: [Cl:1][C:2]1[CH:7]=[C:6]([C:8]([O-:10])=O)[CH:5]=[C:4]([Cl:11])[C:3]=1[C:12]([O:14][CH3:15])=[O:13].[C:16]1([C@H:26]([NH2:28])[CH3:27])[C:25]2[C:20](=[CH:21][CH:22]=[CH:23][CH:24]=2)[CH:19]=[CH:18][CH:17]=1.CN(C(ON1N=NC2C=CC=CC1=2)=[N+](C)C)C.F[P-](F)(F)(F)(F)F.C1C=CC2N(O)N=NC=2C=1.C(N(C(C)C)CC)(C)C. (2) Given the product [CH:1]([N:4]1[C:8]([CH2:9][CH2:10][C:11]([C:13]2[CH:27]=[CH:26][C:16]([O:17][C:18]([CH3:24])([CH3:25])[C:19]([OH:21])=[O:20])=[C:15]([CH3:28])[CH:14]=2)=[O:12])=[CH:7][C:6]([C:29]2[CH:30]=[CH:31][C:32]([C:35]([F:38])([F:37])[F:36])=[CH:33][CH:34]=2)=[N:5]1)([CH3:3])[CH3:2], predict the reactants needed to synthesize it. The reactants are: [CH:1]([N:4]1[C:8]([CH2:9][CH2:10][C:11]([C:13]2[CH:27]=[CH:26][C:16]([O:17][C:18]([CH3:25])([CH3:24])[C:19]([O:21]CC)=[O:20])=[C:15]([CH3:28])[CH:14]=2)=[O:12])=[CH:7][C:6]([C:29]2[CH:34]=[CH:33][C:32]([C:35]([F:38])([F:37])[F:36])=[CH:31][CH:30]=2)=[N:5]1)([CH3:3])[CH3:2].[OH-].[Na+]. (3) Given the product [CH3:17][C:5]1[CH:4]=[CH:3][C:2]([NH:1][C:30](=[O:31])[C:29]2[CH:28]=[CH:27][C:26]([CH2:25][N:22]3[CH2:21][CH2:20][N:19]([CH3:18])[CH2:24][CH2:23]3)=[CH:34][CH:33]=2)=[CH:7][C:6]=1[B:8]1[O:16][C:13]([CH3:15])([CH3:14])[C:10]([CH3:11])([CH3:12])[O:9]1, predict the reactants needed to synthesize it. The reactants are: [NH2:1][C:2]1[CH:3]=[CH:4][C:5]([CH3:17])=[C:6]([B:8]2[O:16][C:13]([CH3:15])([CH3:14])[C:10]([CH3:12])([CH3:11])[O:9]2)[CH:7]=1.[CH3:18][N:19]1[CH2:24][CH2:23][N:22]([CH2:25][C:26]2[CH:34]=[CH:33][C:29]([C:30](O)=[O:31])=[CH:28][CH:27]=2)[CH2:21][CH2:20]1.F[P-](F)(F)(F)(F)F.N1(O[P+](N2CCCC2)(N2CCCC2)N2CCCC2)C2N=CC=CC=2N=N1.C(N(C(C)C)C(C)C)C. (4) Given the product [Cl:23][C:17]1[CH:18]=[CH:19][CH:20]=[C:21]([Cl:22])[C:16]=1[C:15]1[S:7][C:8]2[CH:9]=[N:10][CH:11]=[CH:12][C:13]=2[N:14]=1, predict the reactants needed to synthesize it. The reactants are: C(N(C(C)C)C([S:7][C:8]1[CH:9]=[N:10][CH:11]=[CH:12][C:13]=1[NH:14][C:15](=O)[C:16]1[C:21]([Cl:22])=[CH:20][CH:19]=[CH:18][C:17]=1[Cl:23])=S)(C)C.ClC1C=CC=C(Cl)C=1C(Cl)=O.C(N(C(C)C)C(SC1C=NC=CC=1N)=S)(C)C. (5) Given the product [NH2:25][C:23]1[CH:22]=[CH:21][C:20]([CH3:28])=[C:19]([N:17]2[CH2:16][CH2:15][C:13]3[N:14]=[C:9]([NH:8][C:5]4[CH:6]=[CH:7][C:2]([Cl:1])=[CH:3][CH:4]=4)[N:10]=[CH:11][C:12]=3[CH2:18]2)[CH:24]=1, predict the reactants needed to synthesize it. The reactants are: [Cl:1][C:2]1[CH:7]=[CH:6][C:5]([NH:8][C:9]2[N:10]=[CH:11][C:12]3[CH2:18][N:17]([C:19]4[CH:24]=[C:23]([N+:25]([O-])=O)[CH:22]=[CH:21][C:20]=4[CH3:28])[CH2:16][CH2:15][C:13]=3[N:14]=2)=[CH:4][CH:3]=1.C1COCC1. (6) Given the product [C:4]([C:6]1[CH:7]=[CH:8][C:9]([C:12]2[N:16]([C:17]3[CH:18]=[N:19][CH:20]=[CH:21][CH:22]=3)[N:15]=[C:14]([C:23]([OH:25])=[O:24])[CH:13]=2)=[CH:10][CH:11]=1)#[N:5], predict the reactants needed to synthesize it. The reactants are: O.[OH-].[Li+].[C:4]([C:6]1[CH:11]=[CH:10][C:9]([C:12]2[N:16]([C:17]3[CH:18]=[N:19][CH:20]=[CH:21][CH:22]=3)[N:15]=[C:14]([C:23]([O:25]CC)=[O:24])[CH:13]=2)=[CH:8][CH:7]=1)#[N:5].Cl. (7) Given the product [Cl:37][C:34]1[CH:33]=[CH:32][C:31]([C:28]2[S:29][CH:30]=[C:26]([CH2:25][S:19][C:15]3[C:16]([C:17]#[N:18])=[C:11]([C:8]4[CH:9]=[CH:10][C:5]([O:4][CH2:3][CH2:2][OH:1])=[CH:6][CH:7]=4)[C:12]([C:22]#[N:23])=[C:13]([O:20][CH3:21])[N:14]=3)[N:27]=2)=[CH:36][CH:35]=1, predict the reactants needed to synthesize it. The reactants are: [OH:1][CH2:2][CH2:3][O:4][C:5]1[CH:10]=[CH:9][C:8]([C:11]2[C:16]([C:17]#[N:18])=[C:15]([SH:19])[N:14]=[C:13]([O:20][CH3:21])[C:12]=2[C:22]#[N:23])=[CH:7][CH:6]=1.Cl[CH2:25][C:26]1[N:27]=[C:28]([C:31]2[CH:36]=[CH:35][C:34]([Cl:37])=[CH:33][CH:32]=2)[S:29][CH:30]=1.C(=O)(O)[O-].[Na+].O. (8) Given the product [NH2:15][C:16]1[C:17]([N:1]2[CH2:6][CH2:5][CH2:4][C@H:3]([NH:7][C:8](=[O:14])[O:9][C:10]([CH3:11])([CH3:13])[CH3:12])[CH2:2]2)=[N:18][CH:19]=[N:20][CH:21]=1, predict the reactants needed to synthesize it. The reactants are: [NH:1]1[CH2:6][CH2:5][CH2:4][C@H:3]([NH:7][C:8](=[O:14])[O:9][C:10]([CH3:13])([CH3:12])[CH3:11])[CH2:2]1.[NH2:15][C:16]1[C:17](Cl)=[N:18][CH:19]=[N:20][CH:21]=1.C([O-])([O-])=O.[Cs+].[Cs+].